Dataset: Catalyst prediction with 721,799 reactions and 888 catalyst types from USPTO. Task: Predict which catalyst facilitates the given reaction. (1) Reactant: [N:1]1[CH:6]=[CH:5][CH:4]=[C:3]([CH2:7][C:8]([OH:10])=O)[CH:2]=1.[NH:11]1[C:19]2[C:14](=[CH:15][CH:16]=[CH:17][CH:18]=2)[CH:13]=[CH:12]1.C(=O)(O)[O-].[Na+]. Product: [NH:11]1[C:19]2[C:14](=[CH:15][CH:16]=[CH:17][CH:18]=2)[C:13]([C:8](=[O:10])[CH2:7][C:3]2[CH:2]=[N:1][CH:6]=[CH:5][CH:4]=2)=[CH:12]1. The catalyst class is: 152. (2) Reactant: [NH:1]1[CH2:6][CH2:5][O:4][CH2:3][CH2:2]1.[C:7]([CH2:9][C:10](OC)=[O:11])#[N:8]. Product: [N:1]1([C:10](=[O:11])[CH2:9][C:7]#[N:8])[CH2:6][CH2:5][O:4][CH2:3][CH2:2]1. The catalyst class is: 237.